The task is: Regression. Given two drug SMILES strings and cell line genomic features, predict the synergy score measuring deviation from expected non-interaction effect.. This data is from NCI-60 drug combinations with 297,098 pairs across 59 cell lines. (1) Drug 1: C1=NC2=C(N1)C(=S)N=CN2. Drug 2: CC1C(C(CC(O1)OC2CC(CC3=C2C(=C4C(=C3O)C(=O)C5=C(C4=O)C(=CC=C5)OC)O)(C(=O)CO)O)N)O.Cl. Cell line: M14. Synergy scores: CSS=58.7, Synergy_ZIP=-5.43, Synergy_Bliss=-3.83, Synergy_Loewe=-2.44, Synergy_HSA=-0.0694. (2) Drug 1: C1=NC(=NC(=O)N1C2C(C(C(O2)CO)O)O)N. Drug 2: CC(C)(C#N)C1=CC(=CC(=C1)CN2C=NC=N2)C(C)(C)C#N. Cell line: HCC-2998. Synergy scores: CSS=7.46, Synergy_ZIP=1.18, Synergy_Bliss=7.41, Synergy_Loewe=0.579, Synergy_HSA=1.27. (3) Drug 1: C1=CN(C(=O)N=C1N)C2C(C(C(O2)CO)O)O.Cl. Drug 2: C1=NC(=NC(=O)N1C2C(C(C(O2)CO)O)O)N. Cell line: OVCAR-4. Synergy scores: CSS=24.0, Synergy_ZIP=-7.59, Synergy_Bliss=0.282, Synergy_Loewe=-7.55, Synergy_HSA=-3.12. (4) Drug 2: N.N.Cl[Pt+2]Cl. Synergy scores: CSS=28.5, Synergy_ZIP=-1.92, Synergy_Bliss=-6.34, Synergy_Loewe=-8.08, Synergy_HSA=-6.87. Drug 1: C1=C(C(=O)NC(=O)N1)F. Cell line: BT-549. (5) Drug 1: CC1=C2C(C(=O)C3(C(CC4C(C3C(C(C2(C)C)(CC1OC(=O)C(C(C5=CC=CC=C5)NC(=O)C6=CC=CC=C6)O)O)OC(=O)C7=CC=CC=C7)(CO4)OC(=O)C)O)C)OC(=O)C. Drug 2: C1=CN(C=N1)CC(O)(P(=O)(O)O)P(=O)(O)O. Cell line: EKVX. Synergy scores: CSS=4.90, Synergy_ZIP=4.29, Synergy_Bliss=-1.03, Synergy_Loewe=3.98, Synergy_HSA=2.32. (6) Drug 1: C1=CC=C(C(=C1)C(C2=CC=C(C=C2)Cl)C(Cl)Cl)Cl. Drug 2: CC1CCCC2(C(O2)CC(NC(=O)CC(C(C(=O)C(C1O)C)(C)C)O)C(=CC3=CSC(=N3)C)C)C. Cell line: HT29. Synergy scores: CSS=43.2, Synergy_ZIP=2.27, Synergy_Bliss=-0.438, Synergy_Loewe=-25.7, Synergy_HSA=0.182. (7) Drug 1: C1C(C(OC1N2C=NC3=C(N=C(N=C32)Cl)N)CO)O. Drug 2: CC1C(C(CC(O1)OC2CC(CC3=C2C(=C4C(=C3O)C(=O)C5=C(C4=O)C(=CC=C5)OC)O)(C(=O)CO)O)N)O.Cl. Cell line: EKVX. Synergy scores: CSS=2.49, Synergy_ZIP=0.580, Synergy_Bliss=-1.42, Synergy_Loewe=-12.3, Synergy_HSA=-6.97. (8) Drug 1: CC1=C(C=C(C=C1)NC(=O)C2=CC=C(C=C2)CN3CCN(CC3)C)NC4=NC=CC(=N4)C5=CN=CC=C5. Drug 2: C1=CN(C=N1)CC(O)(P(=O)(O)O)P(=O)(O)O. Cell line: HCT-15. Synergy scores: CSS=2.04, Synergy_ZIP=-2.42, Synergy_Bliss=-5.06, Synergy_Loewe=-5.17, Synergy_HSA=-5.62.